Dataset: Reaction yield outcomes from USPTO patents with 853,638 reactions. Task: Predict the reaction yield, written as a fraction of the theoretical maximum amount of product (1.0 means a 100% yield; for example, 0.34 means a 34% yield). (1) The reactants are [C:1]([O-:4])(=[O:3])[CH3:2].[K+].[I-].[K+].Br[CH2:9][CH2:10][CH2:11][C:12]([CH2:14][CH2:15][CH2:16][C:17](=[O:22])[CH2:18][CH2:19][CH2:20]Br)=[O:13]. The catalyst is C(OC(=O)C)(=O)C.CCOC(C)=O. The product is [C:1]([O:4][CH2:9][CH2:10][CH2:11][C:12]([CH2:14][CH2:15][CH2:16][C:17](=[O:22])[CH2:18][CH2:19][CH2:20][O:4][C:1](=[O:3])[CH3:2])=[O:13])(=[O:3])[CH3:2]. The yield is 0.663. (2) The product is [Cl:23][C:24]1[CH:31]=[CH:30][C:27]([CH2:28][NH:29][C:17]([C:10]2[CH:11]=[N:12][C:13]3[C:8]([C:9]=2[OH:22])=[CH:7][C:6]([CH2:5][OH:4])=[CH:15][C:14]=3[I:16])=[O:19])=[CH:26][CH:25]=1. The catalyst is CCOCC. The yield is 0.730. The reactants are C([O:4][CH2:5][C:6]1[CH:7]=[C:8]2[C:13](=[C:14]([I:16])[CH:15]=1)[N:12]=[CH:11][C:10]([C:17]([O:19]CC)=O)=[C:9]2[OH:22])(=O)C.[Cl:23][C:24]1[CH:31]=[CH:30][C:27]([CH2:28][NH2:29])=[CH:26][CH:25]=1. (3) The reactants are [NH2:1][CH2:2][CH2:3][O:4][C@@H:5]([C:19]1[CH:24]=[CH:23][CH:22]=[C:21]([Cl:25])[CH:20]=1)[C@@H:6]1[CH2:11][CH2:10][CH2:9][N:8]([C:12]([O:14][C:15]([CH3:18])([CH3:17])[CH3:16])=[O:13])[CH2:7]1.[C:26]([N:28]=[C:29](SC)[S:30][CH3:31])#[N:27].CCN(CC)CC. The catalyst is CC#N. The product is [Cl:25][C:21]1[CH:20]=[C:19]([C@H:5]([O:4][CH2:3][CH2:2][NH:1][C:29](=[N:28][C:26]#[N:27])[S:30][CH3:31])[C@@H:6]2[CH2:11][CH2:10][CH2:9][N:8]([C:12]([O:14][C:15]([CH3:18])([CH3:16])[CH3:17])=[O:13])[CH2:7]2)[CH:24]=[CH:23][CH:22]=1. The yield is 0.580. (4) The reactants are [Br:1]N1C(=O)CCC1=O.[CH2:9]([O:16][C:17]1[CH:22]=[C:21]([O:23][CH2:24][C:25]2[CH:30]=[CH:29][CH:28]=[CH:27][CH:26]=2)[C:20]([Cl:31])=[CH:19][C:18]=1[C:32]1[CH:36]=[CH:35][NH:34][N:33]=1)[C:10]1[CH:15]=[CH:14][CH:13]=[CH:12][CH:11]=1.O. The catalyst is ClCCl. The product is [CH2:9]([O:16][C:17]1[CH:22]=[C:21]([O:23][CH2:24][C:25]2[CH:30]=[CH:29][CH:28]=[CH:27][CH:26]=2)[C:20]([Cl:31])=[CH:19][C:18]=1[C:32]1[C:36]([Br:1])=[CH:35][NH:34][N:33]=1)[C:10]1[CH:11]=[CH:12][CH:13]=[CH:14][CH:15]=1. The yield is 0.970. (5) The reactants are [Cl:1][C:2]1[N:3]=[C:4](Cl)[C:5]2[N:10]=[C:9]([CH3:11])[S:8][C:6]=2[N:7]=1.[NH:13]1[CH2:18][CH2:17][O:16][CH2:15][CH2:14]1. The catalyst is CO. The product is [Cl:1][C:2]1[N:3]=[C:4]([N:13]2[CH2:18][CH2:17][O:16][CH2:15][CH2:14]2)[C:5]2[N:10]=[C:9]([CH3:11])[S:8][C:6]=2[N:7]=1. The yield is 0.890. (6) The catalyst is C(Cl)Cl. The reactants are Cl.[CH3:2][NH:3][O:4][CH3:5].CCN(C(C)C)C(C)C.C[Al](C)C.[CH3:19][O:20][C:21]1[C:22](=[O:41])[C:23]([C:37](OC)=[O:38])=[N:24][N:25]([C:27]2[CH:32]=[CH:31][CH:30]=[C:29]([C:33]([F:36])([F:35])[F:34])[CH:28]=2)[CH:26]=1. The product is [CH3:5][O:4][N:3]([CH3:2])[C:37]([C:23]1[C:22](=[O:41])[C:21]([O:20][CH3:19])=[CH:26][N:25]([C:27]2[CH:32]=[CH:31][CH:30]=[C:29]([C:33]([F:34])([F:35])[F:36])[CH:28]=2)[N:24]=1)=[O:38]. The yield is 0.670.